The task is: Predict the reaction yield, written as a fraction of the theoretical maximum amount of product (1.0 means a 100% yield; for example, 0.34 means a 34% yield).. This data is from Reaction yield outcomes from USPTO patents with 853,638 reactions. (1) The reactants are [CH3:1][C:2]1[CH2:7][CH2:6][CH2:5][C:4]([CH3:9])([CH3:8])[C:3]=1[CH:10]=[O:11].[CH3:12][C:13]([Mg]Br)=[CH:14][CH3:15]. The catalyst is O1CCCC1. The product is [CH3:12][C:13](=[CH:14][CH3:15])[CH:10]([C:3]1[C:4]([CH3:8])([CH3:9])[CH2:5][CH2:6][CH2:7][C:2]=1[CH3:1])[OH:11]. The yield is 0.620. (2) The reactants are [C:1]1([C:10]2[CH:15]=[CH:14][CH:13]=[CH:12][CH:11]=2)[C:2]([C:7](O)=[O:8])=[CH:3][CH:4]=[CH:5][CH:6]=1.F[P-](F)(F)(F)(F)F.[N:23]1([O:32][P+](N(C)C)(N(C)C)N(C)C)C2C=CC=CC=2N=N1.Cl.NO.C(N(CC)CC)C. The catalyst is N1C=CC=CC=1.C(Cl)Cl. The product is [OH:32][NH:23][C:7]([C:2]1[C:1]([C:10]2[CH:15]=[CH:14][CH:13]=[CH:12][CH:11]=2)=[CH:6][CH:5]=[CH:4][CH:3]=1)=[O:8]. The yield is 0.0300. (3) The reactants are [CH3:1][N:2]1[C:7]2[CH:8]=[CH:9][C:10]([N+:12]([O-])=O)=[CH:11][C:6]=2[O:5][CH2:4][C:3]1=[O:15].[Cl-].[NH4+].C(Cl)Cl. The catalyst is CCO.O.[Fe]. The product is [CH3:1][N:2]1[C:7]2[CH:8]=[CH:9][C:10]([NH2:12])=[CH:11][C:6]=2[O:5][CH2:4][C:3]1=[O:15]. The yield is 1.00.